This data is from Forward reaction prediction with 1.9M reactions from USPTO patents (1976-2016). The task is: Predict the product of the given reaction. (1) Given the reactants [NH:1]([C:3]1[CH:11]=[CH:10][C:6]([C:7]([OH:9])=[O:8])=[CH:5][CH:4]=1)[NH2:2].Cl.[C:13]([CH2:19][C:20]#[N:21])(=O)[C:14]([CH3:17])([CH3:16])[CH3:15].[Li+].[OH-], predict the reaction product. The product is: [NH2:21][C:20]1[N:1]([C:3]2[CH:4]=[CH:5][C:6]([C:7]([OH:9])=[O:8])=[CH:10][CH:11]=2)[N:2]=[C:13]([C:14]([CH3:17])([CH3:16])[CH3:15])[CH:19]=1. (2) Given the reactants [CH3:1][N:2]([CH2:4][CH2:5][CH2:6]Cl)[CH3:3].[F:8][C:9]1[CH:10]=[C:11]([CH:14]=[CH:15][C:16]=1[OH:17])[CH:12]=[O:13], predict the reaction product. The product is: [CH3:1][N:2]([CH3:3])[CH2:4][CH2:5][CH2:6][O:17][C:16]1[CH:15]=[CH:14][C:11]([CH:12]=[O:13])=[CH:10][C:9]=1[F:8]. (3) Given the reactants [CH2:1]([O:3][C:4]([C:6]1[NH:7][C:8]2[C:13]([C:14]=1Br)=[CH:12][C:11]([NH:16][S:17]([C:20]1[CH:25]=[CH:24][C:23]([C:26]([CH3:29])([CH3:28])[CH3:27])=[CH:22][CH:21]=1)(=[O:19])=[O:18])=[CH:10][CH:9]=2)=[O:5])[CH3:2].[C:30]1([CH3:41])[CH:35]=[CH:34][CH:33]=[C:32](C(B(O)O)=O)[CH:31]=1, predict the reaction product. The product is: [CH2:1]([O:3][C:4]([C:6]1[NH:7][C:8]2[C:13]([C:14]=1[C:32]1[CH:33]=[CH:34][CH:35]=[C:30]([CH3:41])[CH:31]=1)=[CH:12][C:11]([NH:16][S:17]([C:20]1[CH:25]=[CH:24][C:23]([C:26]([CH3:29])([CH3:28])[CH3:27])=[CH:22][CH:21]=1)(=[O:19])=[O:18])=[CH:10][CH:9]=2)=[O:5])[CH3:2]. (4) Given the reactants [CH3:1][O:2][C:3]([C:5]1[CH:6]=[C:7]([CH:17]=[CH:18][CH:19]=1)[O:8][CH2:9][C:10]([O:12]C(C)(C)C)=[O:11])=[O:4], predict the reaction product. The product is: [CH3:1][O:2][C:3]([C:5]1[CH:6]=[C:7]([CH:17]=[CH:18][CH:19]=1)[O:8][CH2:9][C:10]([OH:12])=[O:11])=[O:4].